Dataset: Peptide-MHC class II binding affinity with 134,281 pairs from IEDB. Task: Regression. Given a peptide amino acid sequence and an MHC pseudo amino acid sequence, predict their binding affinity value. This is MHC class II binding data. (1) The peptide sequence is CFAPLYHAMDVTTQ. The MHC is DRB1_1101 with pseudo-sequence DRB1_1101. The binding affinity (normalized) is 0.323. (2) The peptide sequence is QIDAFIANAGATADS. The MHC is HLA-DQA10102-DQB10502 with pseudo-sequence HLA-DQA10102-DQB10502. The binding affinity (normalized) is 0.380. (3) The peptide sequence is FEQITFMQALQLLLE. The MHC is DRB1_0901 with pseudo-sequence DRB1_0901. The binding affinity (normalized) is 0.644. (4) The peptide sequence is NSVVQALTSLGLLYT. The MHC is H-2-IAb with pseudo-sequence H-2-IAb. The binding affinity (normalized) is 0.436. (5) The MHC is DRB3_0101 with pseudo-sequence DRB3_0101. The peptide sequence is FYNEKAFLLTTFDVS. The binding affinity (normalized) is 0.500. (6) The peptide sequence is DKPFQNVNRITYGAC. The MHC is DRB1_0301 with pseudo-sequence DRB1_0301. The binding affinity (normalized) is 0.120.